Dataset: Reaction yield outcomes from USPTO patents with 853,638 reactions. Task: Predict the reaction yield, written as a fraction of the theoretical maximum amount of product (1.0 means a 100% yield; for example, 0.34 means a 34% yield). (1) The reactants are I[C:2]1[C:10]2[O:9][CH:8]=[CH:7][C:6]=2[CH:5]=[C:4]([N+:11]([O-:13])=[O:12])[CH:3]=1.[OH:14][CH2:15][CH2:16][N:17]1[CH2:22][CH2:21][O:20][CH2:19][CH2:18]1.C(=O)([O-])[O-].[Cs+].[Cs+].N1C2C(=CC=C3C=2N=CC=C3)C=CC=1. The catalyst is [Cu]I.C1(C)C=CC=CC=1. The product is [N+:11]([C:4]1[CH:3]=[C:2]([O:14][CH2:15][CH2:16][N:17]2[CH2:22][CH2:21][O:20][CH2:19][CH2:18]2)[C:10]2[O:9][CH:8]=[CH:7][C:6]=2[CH:5]=1)([O-:13])=[O:12]. The yield is 0.320. (2) The reactants are CS(O)(=O)=O.[NH2:6][CH2:7][C:8]1[CH:9]=[C:10]2[C:14](=[CH:15][CH:16]=1)[C:13](=[O:17])[N:12]([CH:18]1[CH2:23][CH2:22][C:21](=[O:24])[NH:20][C:19]1=[O:25])[CH2:11]2.[Cl:26][C:27]1[CH:28]=[C:29]([N:34]=[C:35]=[O:36])[CH:30]=[CH:31][C:32]=1[F:33].C(N(CC)CC)C.Cl. The catalyst is C(#N)C. The product is [Cl:26][C:27]1[CH:28]=[C:29]([NH:34][C:35]([NH:6][CH2:7][C:8]2[CH:9]=[C:10]3[C:14](=[CH:15][CH:16]=2)[C:13](=[O:17])[N:12]([CH:18]2[CH2:23][CH2:22][C:21](=[O:24])[NH:20][C:19]2=[O:25])[CH2:11]3)=[O:36])[CH:30]=[CH:31][C:32]=1[F:33]. The yield is 0.780.